This data is from Reaction yield outcomes from USPTO patents with 853,638 reactions. The task is: Predict the reaction yield, written as a fraction of the theoretical maximum amount of product (1.0 means a 100% yield; for example, 0.34 means a 34% yield). The reactants are FC(F)(F)S(O[C:7]1[CH:12]=[CH:11][C:10]([C:13]2[O:14][CH:15]=[N:16][N:17]=2)=[CH:9][CH:8]=1)(=O)=O.[B:20]1([B:20]2[O:24][C:23]([CH3:26])([CH3:25])[C:22]([CH3:28])([CH3:27])[O:21]2)[O:24][C:23]([CH3:26])([CH3:25])[C:22]([CH3:28])([CH3:27])[O:21]1.C([O-])(=O)C.[K+]. The catalyst is CN(C=O)C.CCOC(C)=O.C1C=CC(P(C2C=CC=CC=2)[C-]2C=CC=C2)=CC=1.C1C=CC(P(C2C=CC=CC=2)[C-]2C=CC=C2)=CC=1.Cl[Pd]Cl.[Fe+2]. The product is [CH3:27][C:22]1([CH3:28])[C:23]([CH3:26])([CH3:25])[O:24][B:20]([C:7]2[CH:12]=[CH:11][C:10]([C:13]3[O:14][CH:15]=[N:16][N:17]=3)=[CH:9][CH:8]=2)[O:21]1. The yield is 0.860.